This data is from Catalyst prediction with 721,799 reactions and 888 catalyst types from USPTO. The task is: Predict which catalyst facilitates the given reaction. (1) Reactant: [CH2:1]([O:8][C:9]1[CH:14]=[CH:13][C:12](Br)=[CH:11][CH:10]=1)[C:2]1[CH:7]=[CH:6][CH:5]=[CH:4][CH:3]=1.C([Li])CCC.[CH3:21][O:22][C:23]1[CH:34]=[CH:33][C:26]([C:27](N(OC)C)=[O:28])=[C:25]([O:35][CH2:36][O:37][CH3:38])[CH:24]=1.O. Product: [CH3:21][O:22][C:23]1[CH:34]=[CH:33][C:26]([C:27]([C:12]2[CH:13]=[CH:14][C:9]([O:8][CH2:1][C:2]3[CH:7]=[CH:6][CH:5]=[CH:4][CH:3]=3)=[CH:10][CH:11]=2)=[O:28])=[C:25]([O:35][CH2:36][O:37][CH3:38])[CH:24]=1. The catalyst class is: 7. (2) Reactant: [CH3:1][O:2][CH:3]([O:19][CH3:20])[CH2:4][CH2:5][N:6]1[C:15]2[C:10](=[CH:11][CH:12]=[C:13]([O:16][CH3:17])[CH:14]=2)[NH:9][CH2:8][C:7]1=[O:18]. Product: [CH3:20][O:19][CH:3]([O:2][CH3:1])[CH2:4][CH2:5][N:6]1[C:15]2[C:10](=[CH:11][CH:12]=[C:13]([O:16][CH3:17])[CH:14]=2)[N:9]=[CH:8][C:7]1=[O:18]. The catalyst class is: 327.